This data is from Forward reaction prediction with 1.9M reactions from USPTO patents (1976-2016). The task is: Predict the product of the given reaction. The product is: [Br:1][C:2]1[C:3]([CH3:23])=[C:4]([CH3:22])[C:5]2[O:10][CH2:9][C:8]([C:12]3[CH:13]=[CH:14][C:15]([CH:18]([CH3:20])[CH3:19])=[CH:16][CH:17]=3)([CH3:11])[C:6]=2[CH:7]=1. Given the reactants [Br:1][C:2]1[CH:7]=[C:6]([C:8]([C:12]2[CH:17]=[CH:16][C:15]([CH:18]([CH3:20])[CH3:19])=[CH:14][CH:13]=2)([CH3:11])[CH2:9][OH:10])[C:5](O)=[C:4]([CH3:22])[C:3]=1[CH3:23].C1(P(C2C=CC=CC=2)C2C=CC=CC=2)C=CC=CC=1.N(C(OCC)=O)=NC(OCC)=O.C1(C)C=CC=CC=1, predict the reaction product.